Dataset: Forward reaction prediction with 1.9M reactions from USPTO patents (1976-2016). Task: Predict the product of the given reaction. (1) Given the reactants [CH3:1][N:2]1[CH2:6][CH2:5][CH2:4][C@H:3]1[C:7]1[CH:8]=[C:9]([CH2:13][CH2:14][CH2:15][NH:16][C:17]([C@H:19]2[CH2:24][CH2:23][C@H:22]([NH:25]C(=O)OC(C)(C)C)[CH2:21][CH2:20]2)=[O:18])[CH:10]=[N:11][CH:12]=1.FC(F)(F)C(O)=O, predict the reaction product. The product is: [NH2:25][C@H:22]1[CH2:21][CH2:20][C@H:19]([C:17]([NH:16][CH2:15][CH2:14][CH2:13][C:9]2[CH:10]=[N:11][CH:12]=[C:7]([C@@H:3]3[CH2:4][CH2:5][CH2:6][N:2]3[CH3:1])[CH:8]=2)=[O:18])[CH2:24][CH2:23]1. (2) Given the reactants [C:1]1([CH2:7][O:8][C:9]2[CH:14]=[CH:13][C:12]([C:15]([F:18])([F:17])[F:16])=[CH:11][C:10]=2[C:19]2[CH2:24][CH2:23][CH2:22][CH2:21][C:20]=2C2N=C(C(OCC)=O)C=CC=2)[CH:6]=[CH:5][CH:4]=[CH:3][CH:2]=1.Br[C:37]1[CH:38]=[N:39][CH:40]=[C:41]([CH:47]=1)[C:42]([O:44][CH2:45][CH3:46])=[O:43], predict the reaction product. The product is: [C:1]1([CH2:7][O:8][C:9]2[CH:14]=[CH:13][C:12]([C:15]([F:18])([F:17])[F:16])=[CH:11][C:10]=2[C:19]2[CH2:24][CH2:23][CH2:22][CH2:21][C:20]=2[C:37]2[CH:47]=[C:41]([C:42]([O:44][CH2:45][CH3:46])=[O:43])[CH:40]=[N:39][CH:38]=2)[CH:6]=[CH:5][CH:4]=[CH:3][CH:2]=1. (3) Given the reactants [Cl:1][C:2]1[C:10]([F:11])=[CH:9][CH:8]=[C:7]([F:12])[C:3]=1[C:4](Cl)=[O:5].[NH2:13][CH2:14][C:15]1([CH:26]2[CH2:31][CH2:30][CH2:29][CH2:28][N:27]2[CH3:32])[CH2:18][N:17]([C:19]([O:21][C:22]([CH3:25])([CH3:24])[CH3:23])=[O:20])[CH2:16]1.C(N(CC)CC)C, predict the reaction product. The product is: [Cl:1][C:2]1[C:10]([F:11])=[CH:9][CH:8]=[C:7]([F:12])[C:3]=1[C:4]([NH:13][CH2:14][C:15]1([CH:26]2[CH2:31][CH2:30][CH2:29][CH2:28][N:27]2[CH3:32])[CH2:16][N:17]([C:19]([O:21][C:22]([CH3:25])([CH3:24])[CH3:23])=[O:20])[CH2:18]1)=[O:5]. (4) Given the reactants [CH3:1][O:2][C:3]1[CH:8]=[N:7][C:6]([N:9]2[CH:13]=[N:12][C:11]([CH3:14])=[N:10]2)=[C:5]2[NH:15][CH:16]=[C:17]([C:18](=[O:22])[C:19]([OH:21])=O)[C:4]=12.[CH3:23][N:24]1[CH:28]=[CH:27][N:26]=[C:25]1[C:29]([C:37]1[CH:42]=[CH:41][CH:40]=[CH:39][CH:38]=1)([CH:31]1[CH2:36][CH2:35][NH:34][CH2:33][CH2:32]1)[OH:30].CN([P+](ON1N=NC2C=CC=CC1=2)(N(C)C)N(C)C)C.F[P-](F)(F)(F)(F)F.CCN(C(C)C)C(C)C, predict the reaction product. The product is: [OH:30][C:29]([C:25]1[N:24]([CH3:23])[CH:28]=[CH:27][N:26]=1)([C:37]1[CH:42]=[CH:41][CH:40]=[CH:39][CH:38]=1)[CH:31]1[CH2:36][CH2:35][N:34]([C:19](=[O:21])[C:18]([C:17]2[C:4]3[C:5](=[C:6]([N:9]4[CH:13]=[N:12][C:11]([CH3:14])=[N:10]4)[N:7]=[CH:8][C:3]=3[O:2][CH3:1])[NH:15][CH:16]=2)=[O:22])[CH2:33][CH2:32]1. (5) Given the reactants [CH2:1]([C:5]1[CH:6]=[C:7]([C:11]([OH:13])=[O:12])[S:8][C:9]=1[CH3:10])[CH:2]([CH3:4])[CH3:3].[CH3:14]C#N, predict the reaction product. The product is: [CH2:1]([C:5]1[C:6]([CH3:14])=[C:7]([C:11]([OH:13])=[O:12])[S:8][C:9]=1[CH3:10])[CH:2]([CH3:4])[CH3:3]. (6) Given the reactants [CH:1]1[C:13]2[CH:12]([CH2:14][O:15][C:16]([NH:18][C@@H:19]([CH:60]([CH3:62])[CH3:61])[C:20]([NH:22][C@@H:23]([CH2:53][CH2:54][CH2:55][NH:56][C:57]([NH2:59])=[O:58])[C:24]([NH:26][C:27]3[CH:52]=[CH:51][C:30]([CH2:31][O:32][C:33]([N:35]([CH3:50])[C@H:36]([CH:47]([CH3:49])[CH3:48])[C:37]([O:39]CC4C=CC=CC=4)=[O:38])=[O:34])=[CH:29][CH:28]=3)=[O:25])=[O:21])=[O:17])[C:11]3[C:6](=[CH:7][CH:8]=[CH:9][CH:10]=3)[C:5]=2[CH:4]=[CH:3][CH:2]=1.C([SiH](CC)CC)C, predict the reaction product. The product is: [CH:1]1[C:13]2[CH:12]([CH2:14][O:15][C:16]([NH:18][C@@H:19]([CH:60]([CH3:62])[CH3:61])[C:20]([NH:22][C@@H:23]([CH2:53][CH2:54][CH2:55][NH:56][C:57]([NH2:59])=[O:58])[C:24]([NH:26][C:27]3[CH:28]=[CH:29][C:30]([CH2:31][O:32][C:33]([N:35]([CH3:50])[C@H:36]([CH:47]([CH3:48])[CH3:49])[C:37]([OH:39])=[O:38])=[O:34])=[CH:51][CH:52]=3)=[O:25])=[O:21])=[O:17])[C:11]3[C:6](=[CH:7][CH:8]=[CH:9][CH:10]=3)[C:5]=2[CH:4]=[CH:3][CH:2]=1. (7) The product is: [C:1]([O:5][C@@H:6]([C:12]1[C:41]([CH3:42])=[N:40][C:39]2=[CH:43][C:36]3=[N:37][N:38]2[C:13]=1[N:14]1[CH2:15][CH2:16][C:17]([CH3:48])([O:18][CH2:19][CH2:20][CH2:21][CH2:22][C@@H:23]([CH3:45])[O:24][C:25]2[CH:26]=[CH:27][CH:28]=[CH:29][C:30]=2[CH2:31][C:32]2[S:44][C:35]3=[N:34][CH:33]=2)[CH2:46][CH2:47]1)[C:7]([OH:9])=[O:8])([CH3:4])([CH3:2])[CH3:3]. Given the reactants [C:1]([O:5][C@@H:6]([C:12]1[C:41]([CH3:42])=[N:40][C:39]2=[CH:43][C:36]3=[N:37][N:38]2[C:13]=1[N:14]1[CH2:47][CH2:46][C:17]([CH3:48])([O:18][CH2:19][CH:20]=[CH:21][CH2:22][C@@H:23]([CH3:45])[O:24][C:25]2[CH:26]=[CH:27][CH:28]=[CH:29][C:30]=2[CH2:31][C:32]2[S:44][C:35]3=[N:34][CH:33]=2)[CH2:16][CH2:15]1)[C:7]([O:9]CC)=[O:8])([CH3:4])([CH3:3])[CH3:2].[H][H].[OH-].[Na+], predict the reaction product. (8) Given the reactants [C:1](=O)([S:8][C:9]1[CH:14]=[CH:13][C:12]([Br:15])=[C:11]([CH:16]=[O:17])[CH:10]=1)[C:2]1[CH:7]=[CH:6][CH:5]=[CH:4][CH:3]=1.BrCC1CCCCC1.C([O-])([O-])=O.[Cs+].[Cs+], predict the reaction product. The product is: [Br:15][C:12]1[CH:13]=[CH:14][C:9]([S:8][CH2:1][CH:2]2[CH2:7][CH2:6][CH2:5][CH2:4][CH2:3]2)=[CH:10][C:11]=1[CH:16]=[O:17]. (9) Given the reactants CS(C)=O.[CH3:5][NH:6][C:7]1[S:8][CH:9]=[C:10]([C:12]2[CH:32]=[CH:31][C:15]([O:16][CH2:17][CH2:18][CH2:19][CH2:20][CH2:21][O:22][C:23]3[CH:30]=[CH:29][C:26]([C:27]#[N:28])=[CH:25][CH:24]=3)=[CH:14][CH:13]=2)[N:11]=1.[H-].[Na+].Cl.Cl[CH2:37][CH2:38][N:39]1[CH2:44][CH2:43][O:42][CH2:41][CH2:40]1, predict the reaction product. The product is: [CH3:5][N:6]([CH2:37][CH2:38][N:39]1[CH2:44][CH2:43][O:42][CH2:41][CH2:40]1)[C:7]1[S:8][CH:9]=[C:10]([C:12]2[CH:13]=[CH:14][C:15]([O:16][CH2:17][CH2:18][CH2:19][CH2:20][CH2:21][O:22][C:23]3[CH:24]=[CH:25][C:26]([C:27]#[N:28])=[CH:29][CH:30]=3)=[CH:31][CH:32]=2)[N:11]=1. (10) Given the reactants CO.[NH3:3].[C:4]([NH:7][CH2:8][C:9]1[CH:14]=[C:13]([F:15])[CH:12]=[CH:11][C:10]=1[S:16](Cl)(=[O:18])=[O:17])(=[O:6])[CH3:5], predict the reaction product. The product is: [F:15][C:13]1[CH:12]=[CH:11][C:10]([S:16](=[O:18])(=[O:17])[NH2:3])=[C:9]([CH:14]=1)[CH2:8][NH:7][C:4](=[O:6])[CH3:5].